From a dataset of Full USPTO retrosynthesis dataset with 1.9M reactions from patents (1976-2016). Predict the reactants needed to synthesize the given product. (1) Given the product [CH3:38][N:15]([C:16](=[O:32])[CH2:17][CH2:18][C:19]#[C:20][C:21]1[CH:26]=[CH:25][CH:24]=[C:23]([O:27][C:28]([F:30])([F:29])[F:31])[CH:22]=1)[C:12]1[CH:13]=[C:14]2[C:9]([CH:8]=[CH:7][N:6]2[CH2:5][C:4]([OH:3])=[O:33])=[CH:10][CH:11]=1, predict the reactants needed to synthesize it. The reactants are: C([O:3][C:4](=[O:33])[CH2:5][N:6]1[C:14]2[C:9](=[CH:10][CH:11]=[C:12]([NH:15][C:16](=[O:32])[CH2:17][CH2:18][C:19]#[C:20][C:21]3[CH:26]=[CH:25][CH:24]=[C:23]([O:27][C:28]([F:31])([F:30])[F:29])[CH:22]=3)[CH:13]=2)[CH:8]=[CH:7]1)C.[H-].[Na+].CI.[C:38](OCC)(=O)C. (2) Given the product [CH:48]1[CH:49]=[CH:50][C:45]([P:38]([C:32]2[CH:33]=[CH:34][CH:35]=[CH:36][CH:37]=2)([C:39]2[CH:44]=[CH:43][CH:42]=[CH:41][CH:40]=2)=[O:3])=[CH:46][CH:47]=1, predict the reactants needed to synthesize it. The reactants are: C(O[C@H](C)[C@H](NC(C1(CO)CCCN1C(OC(C)(C)C)=O)=O)C(=O)N1CCCC1)(=[O:3])C.[C:32]1([P:38]([C:45]2[CH:50]=[CH:49][CH:48]=[CH:47][CH:46]=2)[C:39]2[CH:44]=[CH:43][CH:42]=[CH:41][CH:40]=2)[CH:37]=[CH:36][CH:35]=[CH:34][CH:33]=1. (3) Given the product [CH2:1]([O:3][C:4]([N:6]1[CH2:7][CH2:8][CH:9]([C:12]2[C:20]3[C:15](=[N:16][CH:17]=[CH:18][CH:19]=3)[N:14]([CH2:21][CH2:22][O:23][CH2:24][CH3:25])[CH:13]=2)[CH2:10][CH2:11]1)=[O:5])[CH3:2], predict the reactants needed to synthesize it. The reactants are: [CH2:1]([O:3][C:4]([N:6]1[CH2:11][CH:10]=[C:9]([C:12]2[C:20]3[C:15](=[N:16][CH:17]=[CH:18][CH:19]=3)[N:14]([CH2:21][CH2:22][O:23][CH2:24][CH3:25])[CH:13]=2)[CH2:8][CH2:7]1)=[O:5])[CH3:2].